Dataset: Full USPTO retrosynthesis dataset with 1.9M reactions from patents (1976-2016). Task: Predict the reactants needed to synthesize the given product. (1) Given the product [CH3:21][S:22]([O:4][CH2:3][C:2]([CH3:1])([N:6]1[CH:10]=[C:9]([N+:11]([O-:13])=[O:12])[CH:8]=[N:7]1)[CH3:5])(=[O:24])=[O:23], predict the reactants needed to synthesize it. The reactants are: [CH3:1][C:2]([N:6]1[CH:10]=[C:9]([N+:11]([O-:13])=[O:12])[CH:8]=[N:7]1)([CH3:5])[CH2:3][OH:4].C(N(CC)CC)C.[CH3:21][S:22](Cl)(=[O:24])=[O:23].O. (2) Given the product [CH:1]1([NH:4][C:5]([NH:7][C:8]2[CH:13]=[CH:12][C:11]([O:14][C:15]3[CH:20]=[CH:19][N:18]=[C:17]4[CH:21]=[C:22]([C:24]5[CH:29]=[CH:28][C:27]([CH2:40][N:37]6[CH2:38][CH2:39][CH:34]([OH:33])[CH2:35][CH2:36]6)=[CH:26][N:25]=5)[S:23][C:16]=34)=[C:10]([F:32])[CH:9]=2)=[O:6])[CH2:2][CH2:3]1, predict the reactants needed to synthesize it. The reactants are: [CH:1]1([NH:4][C:5]([NH:7][C:8]2[CH:13]=[CH:12][C:11]([O:14][C:15]3[CH:20]=[CH:19][N:18]=[C:17]4[CH:21]=[C:22]([C:24]5[CH:29]=[CH:28][C:27](C=O)=[CH:26][N:25]=5)[S:23][C:16]=34)=[C:10]([F:32])[CH:9]=2)=[O:6])[CH2:3][CH2:2]1.[OH:33][CH:34]1[CH2:39][CH2:38][NH:37][CH2:36][CH2:35]1.[C:40](O)(=O)C.[BH-](OC(C)=O)(OC(C)=O)OC(C)=O.[Na+]. (3) The reactants are: [N:1]1[CH:6]=[CH:5][CH:4]=[CH:3][C:2]=1[CH:7]1[CH2:16][CH2:15][C:14]2[C:9](=[CH:10][CH:11]=[CH:12][CH:13]=2)[NH:8]1.[CH3:17][O:18][NH:19][C:20](=O)[O:21]C1C=CC([N+]([O-])=O)=CC=1.C(N(CC)C(C)C)(C)C.C(=O)(O)[O-].[Na+]. Given the product [CH3:17][O:18][NH:19][C:20]([N:8]1[C:9]2[C:14](=[CH:13][CH:12]=[CH:11][CH:10]=2)[CH2:15][CH2:16][CH:7]1[C:2]1[CH:3]=[CH:4][CH:5]=[CH:6][N:1]=1)=[O:21], predict the reactants needed to synthesize it. (4) Given the product [Br:1][C:2]1[CH:7]=[CH:6][C:5]([C:8]2[CH:12]=[C:11]([CH2:13][N:32]3[CH:31]=[C:30]4[N:35]=[C:27]([C:21]5[CH:22]=[CH:23][CH:24]=[C:25]([F:26])[C:20]=5[F:19])[N:28]=[C:29]4[CH:34]=[N:33]3)[O:10][N:9]=2)=[C:4]([C:15]([F:18])([F:17])[F:16])[CH:3]=1, predict the reactants needed to synthesize it. The reactants are: [Br:1][C:2]1[CH:7]=[CH:6][C:5]([C:8]2[CH:12]=[C:11]([CH2:13]Cl)[O:10][N:9]=2)=[C:4]([C:15]([F:18])([F:17])[F:16])[CH:3]=1.[F:19][C:20]1[C:25]([F:26])=[CH:24][CH:23]=[CH:22][C:21]=1[C:27]1[N:35]=[C:30]2[CH:31]=[N:32][NH:33][CH:34]=[C:29]2[N:28]=1. (5) Given the product [CH:17](=[C:21]1[CH2:26][CH2:25][N:24]([CH2:2][C@@H:3]([CH3:16])[CH2:4][N:5]2[C:10]3[CH:11]=[CH:12][CH:13]=[CH:14][C:9]=3[O:8][CH2:7][C:6]2=[O:15])[CH2:23][CH2:22]1)[CH2:18][CH2:19][CH3:20], predict the reactants needed to synthesize it. The reactants are: I[CH2:2][C@@H:3]([CH3:16])[CH2:4][N:5]1[C:10]2[CH:11]=[CH:12][CH:13]=[CH:14][C:9]=2[O:8][CH2:7][C:6]1=[O:15].[CH:17](=[C:21]1[CH2:26][CH2:25][NH:24][CH2:23][CH2:22]1)[CH2:18][CH2:19][CH3:20]. (6) Given the product [CH2:8]([C:7]1[C:2]([NH:16][NH2:17])=[N:3][CH:4]=[N:5][C:6]=1[C:10]1[O:11][CH:12]=[CH:13][CH:14]=1)[CH3:9], predict the reactants needed to synthesize it. The reactants are: Cl[C:2]1[C:7]([CH2:8][CH3:9])=[C:6]([C:10]2[O:11][CH:12]=[CH:13][CH:14]=2)[N:5]=[CH:4][N:3]=1.O.[NH2:16][NH2:17].C(N(CC)CC)C.C1COCC1. (7) The reactants are: [CH3:1][CH:2]([N:4]([CH:33]([CH3:35])[CH3:34])[CH2:5][C@@H:6]([OH:32])[CH2:7][O:8][C:9]1[CH:10]=[CH:11][C:12]2[C:13]3[N:14]([CH2:29][CH2:30][N:31]=3)[C:15]([NH:20][C:21]([C:23]3[CH:24]=[N:25][CH:26]=[CH:27][CH:28]=3)=[O:22])=[N:16][C:17]=2[C:18]=1[OH:19])[CH3:3].C(=O)([O-])[O-].[Cs+].[Cs+].[F:42][C:43]1[CH:48]=[CH:47][C:46]([CH2:49][CH2:50]Br)=[CH:45][CH:44]=1. Given the product [CH3:34][CH:33]([N:4]([CH:2]([CH3:1])[CH3:3])[CH2:5][C@@H:6]([OH:32])[CH2:7][O:8][C:9]1[CH:10]=[CH:11][C:12]2[C:13]3[N:14]([CH2:29][CH2:30][N:31]=3)[C:15]([NH:20][C:21]([C:23]3[CH:24]=[N:25][CH:26]=[CH:27][CH:28]=3)=[O:22])=[N:16][C:17]=2[C:18]=1[O:19][CH2:50][CH2:49][C:46]1[CH:47]=[CH:48][C:43]([F:42])=[CH:44][CH:45]=1)[CH3:35], predict the reactants needed to synthesize it. (8) Given the product [P:1]([CH2:5][NH:6][CH2:7][C:8]([OH:10])=[O:9])([OH:4])([OH:3])=[O:2].[P:1]([CH2:5][N:6]([CH2:11][C:12]([OH:14])=[O:13])[CH2:7][C:8]([OH:10])=[O:9])([OH:4])([OH:3])=[O:2], predict the reactants needed to synthesize it. The reactants are: [P:1]([CH2:5][N:6]([CH2:11][C:12]([OH:14])=[O:13])[CH2:7][C:8]([OH:10])=[O:9])([OH:4])([OH:3])=[O:2].O=O. (9) The reactants are: Cl[CH2:2][C:3]([NH:5][C:6]1[CH:11]=[CH:10][C:9]([N:12]2[C:16]([CH:17]3[CH2:19][CH2:18]3)=[CH:15][C:14]([C:20]([F:23])([F:22])[F:21])=[N:13]2)=[CH:8][CH:7]=1)=[O:4].[NH:24]1[C:28]2[CH:29]=[CH:30][CH:31]=[CH:32][C:27]=2[N:26]=[N:25]1.[H-].[Na+].O. Given the product [N:24]1[N:25]([CH2:2][C:3]([NH:5][C:6]2[CH:11]=[CH:10][C:9]([N:12]3[C:16]([CH:17]4[CH2:19][CH2:18]4)=[CH:15][C:14]([C:20]([F:23])([F:22])[F:21])=[N:13]3)=[CH:8][CH:7]=2)=[O:4])[N:26]=[C:27]2[CH:32]=[CH:31][CH:30]=[CH:29][C:28]=12, predict the reactants needed to synthesize it. (10) Given the product [F:3][C:4]1[CH:5]=[CH:6][C:7]2[S:11][C:10]([NH:12][C:13]3[CH:14]=[CH:15][C:16]([C:19]4[CH:24]=[CH:23][C:22]([C:25]([C@@H:27]5[CH2:31][CH2:30][CH2:29][C@H:28]5[C:32]([OH:34])=[O:33])=[O:26])=[CH:21][CH:20]=4)=[CH:17][CH:18]=3)=[N:9][C:8]=2[CH:36]=1, predict the reactants needed to synthesize it. The reactants are: [OH-].[Na+].[F:3][C:4]1[CH:5]=[CH:6][C:7]2[S:11][C:10]([NH:12][C:13]3[CH:18]=[CH:17][C:16]([C:19]4[CH:24]=[CH:23][C:22]([C:25]([C@@H:27]5[CH2:31][CH2:30][CH2:29][C@H:28]5[C:32]([O:34]C)=[O:33])=[O:26])=[CH:21][CH:20]=4)=[CH:15][CH:14]=3)=[N:9][C:8]=2[CH:36]=1.CO.